From a dataset of NCI-60 drug combinations with 297,098 pairs across 59 cell lines. Regression. Given two drug SMILES strings and cell line genomic features, predict the synergy score measuring deviation from expected non-interaction effect. (1) Drug 2: C1CNP(=O)(OC1)N(CCCl)CCCl. Cell line: CCRF-CEM. Synergy scores: CSS=39.0, Synergy_ZIP=7.12, Synergy_Bliss=4.06, Synergy_Loewe=-29.8, Synergy_HSA=2.11. Drug 1: C1CCC(CC1)NC(=O)N(CCCl)N=O. (2) Drug 2: CC1=C(C=C(C=C1)C(=O)NC2=CC(=CC(=C2)C(F)(F)F)N3C=C(N=C3)C)NC4=NC=CC(=N4)C5=CN=CC=C5. Drug 1: CC1=CC=C(C=C1)C2=CC(=NN2C3=CC=C(C=C3)S(=O)(=O)N)C(F)(F)F. Synergy scores: CSS=-0.829, Synergy_ZIP=-1.51, Synergy_Bliss=-5.11, Synergy_Loewe=-5.95, Synergy_HSA=-4.98. Cell line: OVCAR-8.